Dataset: NCI-60 drug combinations with 297,098 pairs across 59 cell lines. Task: Regression. Given two drug SMILES strings and cell line genomic features, predict the synergy score measuring deviation from expected non-interaction effect. (1) Drug 1: CC1CCC2CC(C(=CC=CC=CC(CC(C(=O)C(C(C(=CC(C(=O)CC(OC(=O)C3CCCCN3C(=O)C(=O)C1(O2)O)C(C)CC4CCC(C(C4)OC)OCCO)C)C)O)OC)C)C)C)OC. Drug 2: CC1C(C(CC(O1)OC2CC(CC3=C2C(=C4C(=C3O)C(=O)C5=CC=CC=C5C4=O)O)(C(=O)C)O)N)O. Cell line: SK-OV-3. Synergy scores: CSS=39.2, Synergy_ZIP=1.31, Synergy_Bliss=1.54, Synergy_Loewe=5.68, Synergy_HSA=6.39. (2) Drug 1: CCCS(=O)(=O)NC1=C(C(=C(C=C1)F)C(=O)C2=CNC3=C2C=C(C=N3)C4=CC=C(C=C4)Cl)F. Drug 2: C1=NC2=C(N=C(N=C2N1C3C(C(C(O3)CO)O)O)F)N. Cell line: SNB-19. Synergy scores: CSS=-0.521, Synergy_ZIP=-4.55, Synergy_Bliss=-11.1, Synergy_Loewe=-22.0, Synergy_HSA=-13.7.